Dataset: Forward reaction prediction with 1.9M reactions from USPTO patents (1976-2016). Task: Predict the product of the given reaction. (1) Given the reactants [F:1][C:2]1[CH:3]=[C:4]([CH:6]=[CH:7][CH:8]=1)[NH2:5].C([O-])([O-])=O.[K+].[K+].[CH2:15]([O:19][C:20](Cl)=[O:21])[CH:16]([CH3:18])[CH3:17].[Br:23]N1C(C)(C)C(=O)N(Br)C1=O, predict the reaction product. The product is: [Br:23][C:8]1[CH:7]=[CH:6][C:4]([NH:5][C:20](=[O:21])[O:19][CH2:15][CH:16]([CH3:18])[CH3:17])=[CH:3][C:2]=1[F:1]. (2) Given the reactants [CH3:1][O:2][C:3]1[C:4]([CH3:27])=[C:5]([C:18]([O:25][CH3:26])=[C:19]([O:23][CH3:24])[C:20]=1[O:21][CH3:22])[CH2:6][C:7]1[CH:8]=[CH:9][C:10]([OH:17])=[C:11]([CH:16]=1)[C:12]([O:14][CH3:15])=[O:13].[CH3:28][O:29][C:30]1[CH:31]=[C:32](B(O)O)[CH:33]=[CH:34][CH:35]=1.C(N(CC)CC)C.N1C=CC=CC=1, predict the reaction product. The product is: [CH3:1][O:2][C:3]1[C:4]([CH3:27])=[C:5]([C:18]([O:25][CH3:26])=[C:19]([O:23][CH3:24])[C:20]=1[O:21][CH3:22])[CH2:6][C:7]1[CH:8]=[CH:9][C:10]([O:17][C:34]2[CH:33]=[CH:32][CH:31]=[C:30]([O:29][CH3:28])[CH:35]=2)=[C:11]([CH:16]=1)[C:12]([O:14][CH3:15])=[O:13]. (3) Given the reactants [CH3:1][N:2]1[CH:6]=[CH:5][N:4]=[C:3]1[CH2:7][O:8][C:9]1[CH:10]=[C:11]([O:29][C:30]2[CH:35]=[CH:34][C:33]([S:36]([CH3:39])(=[O:38])=[O:37])=[CH:32][CH:31]=2)[CH:12]=[C:13]2[C:17]=1[NH:16][C:15]([C:18]1[S:19][CH:20]([CH2:23][C:24]([O:26]CC)=[O:25])[CH2:21][N:22]=1)=[CH:14]2, predict the reaction product. The product is: [CH3:1][N:2]1[CH:6]=[CH:5][N:4]=[C:3]1[CH2:7][O:8][C:9]1[CH:10]=[C:11]([O:29][C:30]2[CH:35]=[CH:34][C:33]([S:36]([CH3:39])(=[O:37])=[O:38])=[CH:32][CH:31]=2)[CH:12]=[C:13]2[C:17]=1[NH:16][C:15]([C:18]1[S:19][CH:20]([CH2:23][C:24]([OH:26])=[O:25])[CH2:21][N:22]=1)=[CH:14]2.